Dataset: TCR-epitope binding with 47,182 pairs between 192 epitopes and 23,139 TCRs. Task: Binary Classification. Given a T-cell receptor sequence (or CDR3 region) and an epitope sequence, predict whether binding occurs between them. (1) The epitope is YLNTLTLAV. The TCR CDR3 sequence is CASSLGGQGDYEQYF. Result: 1 (the TCR binds to the epitope). (2) The epitope is PROT_97E67BCC. The TCR CDR3 sequence is CASSDRASGVGEQFF. Result: 1 (the TCR binds to the epitope). (3) The epitope is HTTDPSFLGRY. The TCR CDR3 sequence is CASSRRDFPTLYEQYF. Result: 1 (the TCR binds to the epitope). (4) The epitope is FLKEKGGL. The TCR CDR3 sequence is CASSDSGAGTPNGYTF. Result: 1 (the TCR binds to the epitope). (5) The epitope is RPHERNGFTVL. The TCR CDR3 sequence is CSGIDKPVTDTQYF. Result: 1 (the TCR binds to the epitope). (6) The epitope is VLQAVGACV. The TCR CDR3 sequence is CSVEEGRLGGYTF. Result: 0 (the TCR does not bind to the epitope).